Dataset: NCI-60 drug combinations with 297,098 pairs across 59 cell lines. Task: Regression. Given two drug SMILES strings and cell line genomic features, predict the synergy score measuring deviation from expected non-interaction effect. (1) Drug 1: CN1CCC(CC1)COC2=C(C=C3C(=C2)N=CN=C3NC4=C(C=C(C=C4)Br)F)OC. Drug 2: CC1=C2C(C(=O)C3(C(CC4C(C3C(C(C2(C)C)(CC1OC(=O)C(C(C5=CC=CC=C5)NC(=O)OC(C)(C)C)O)O)OC(=O)C6=CC=CC=C6)(CO4)OC(=O)C)O)C)O. Cell line: KM12. Synergy scores: CSS=41.8, Synergy_ZIP=10.5, Synergy_Bliss=8.30, Synergy_Loewe=-28.2, Synergy_HSA=5.80. (2) Synergy scores: CSS=26.9, Synergy_ZIP=-2.20, Synergy_Bliss=1.04, Synergy_Loewe=1.99, Synergy_HSA=2.02. Drug 2: COC1=C(C=C2C(=C1)N=CN=C2NC3=CC(=C(C=C3)F)Cl)OCCCN4CCOCC4. Cell line: HCC-2998. Drug 1: CNC(=O)C1=CC=CC=C1SC2=CC3=C(C=C2)C(=NN3)C=CC4=CC=CC=N4. (3) Synergy scores: CSS=45.1, Synergy_ZIP=-16.1, Synergy_Bliss=-4.30, Synergy_Loewe=-0.324, Synergy_HSA=1.45. Drug 2: COC1=CC(=CC(=C1O)OC)C2C3C(COC3=O)C(C4=CC5=C(C=C24)OCO5)OC6C(C(C7C(O6)COC(O7)C8=CC=CS8)O)O. Drug 1: CC(CN1CC(=O)NC(=O)C1)N2CC(=O)NC(=O)C2. Cell line: HT29.